Dataset: Full USPTO retrosynthesis dataset with 1.9M reactions from patents (1976-2016). Task: Predict the reactants needed to synthesize the given product. (1) Given the product [CH3:1][CH:2]1[CH:11]=[CH:10][C:9]2[C:4](=[N:5][C:6]([CH3:13])=[CH:7][CH:8]=2)[NH:3]1, predict the reactants needed to synthesize it. The reactants are: [CH3:1][C:2]1[CH:11]=[CH:10][C:9]2[C:4](=[N:5][CH:6]=[CH:7][CH:8]=2)[N:3]=1.[Li][CH3:13]. (2) Given the product [F:1][C:2]1[CH:3]=[CH:4][C:5]([NH:6][C:7]([NH:9][C:10]2[CH:31]=[CH:30][C:13]([O:14][C:15]3[C:24]4[C:19](=[CH:20][C:21]([O:28][CH3:29])=[C:22]([C:25]([O:27][CH:41]([CH3:42])[CH3:40])=[O:26])[CH:23]=4)[N:18]=[CH:17][CH:16]=3)=[CH:12][CH:11]=2)=[O:8])=[CH:32][CH:33]=1, predict the reactants needed to synthesize it. The reactants are: [F:1][C:2]1[CH:33]=[CH:32][C:5]([NH:6][C:7]([NH:9][C:10]2[CH:31]=[CH:30][C:13]([O:14][C:15]3[C:24]4[C:19](=[CH:20][C:21]([O:28][CH3:29])=[C:22]([C:25]([OH:27])=[O:26])[CH:23]=4)[N:18]=[CH:17][CH:16]=3)=[CH:12][CH:11]=2)=[O:8])=[CH:4][CH:3]=1.Cl.C(N=C=N[CH2:40][CH2:41][CH2:42]N(C)C)C.O.ON1C2C=CC=CC=2N=N1.C(N(CC)CC)C. (3) The reactants are: [Br:1][C:2]1[S:6][C:5]([C:7](OC)=[O:8])=[C:4]([NH:11][CH2:12][CH:13]([F:15])[F:14])[CH:3]=1.[OH-].[Na+].Cl.C([N:21](CC)CC)C.[Cl-].[NH4+].Cl.C(N=C=NCCCN(C)C)C.ON1C2C=CC=CC=2N=N1. Given the product [Br:1][C:2]1[S:6][C:5]([C:7]([NH2:21])=[O:8])=[C:4]([NH:11][CH2:12][CH:13]([F:15])[F:14])[CH:3]=1, predict the reactants needed to synthesize it. (4) Given the product [CH2:2]([O:4][C:5]([C@@H:7]1[CH2:12][O:11][CH2:10][CH2:9][N:8]1[CH2:15][C:14]#[CH:13])=[O:6])[CH3:3], predict the reactants needed to synthesize it. The reactants are: Cl.[CH2:2]([O:4][C:5]([C@@H:7]1[CH2:12][O:11][CH2:10][CH2:9][NH:8]1)=[O:6])[CH3:3].[CH2:13](Br)[C:14]#[CH:15].C(=O)([O-])[O-].[K+].[K+]. (5) Given the product [CH2:1]([O:8][C:9]1[CH:10]=[CH:11][C:12]([O:15][CH2:20][CH2:19][N:18]([CH3:22])[CH3:17])=[CH:13][CH:14]=1)[C:2]1[CH:3]=[CH:4][CH:5]=[CH:6][CH:7]=1, predict the reactants needed to synthesize it. The reactants are: [CH2:1]([O:8][C:9]1[CH:14]=[CH:13][C:12]([OH:15])=[CH:11][CH:10]=1)[C:2]1[CH:7]=[CH:6][CH:5]=[CH:4][CH:3]=1.Cl.[CH3:17][N:18]([CH3:22])[CH2:19][CH2:20]Cl.[H-].[Na+].O.